This data is from Full USPTO retrosynthesis dataset with 1.9M reactions from patents (1976-2016). The task is: Predict the reactants needed to synthesize the given product. The reactants are: [CH2:1]([O:8][C:9]1[CH:21]=[CH:20][C:12]([C:13]([CH:15]([C:18]#[N:19])[C:16]#[N:17])=[O:14])=[CH:11][CH:10]=1)[C:2]1[CH:7]=[CH:6][CH:5]=[CH:4][CH:3]=1.[C:22](=O)(O)[O-].[Na+].S(OC)(OC)(=O)=O. Given the product [CH2:1]([O:8][C:9]1[CH:10]=[CH:11][C:12]([C:13]([O:14][CH3:22])=[C:15]([C:18]#[N:19])[C:16]#[N:17])=[CH:20][CH:21]=1)[C:2]1[CH:3]=[CH:4][CH:5]=[CH:6][CH:7]=1, predict the reactants needed to synthesize it.